From a dataset of Reaction yield outcomes from USPTO patents with 853,638 reactions. Predict the reaction yield, written as a fraction of the theoretical maximum amount of product (1.0 means a 100% yield; for example, 0.34 means a 34% yield). The reactants are [C:1]([C:3]1[C:8](Cl)=[CH:7][CH:6]=[CH:5][N:4]=1)#[N:2].[F-:10].[K+]. The catalyst is CN1CCCC1=O.C(OCC)(=O)C. The product is [C:1]([C:3]1[C:8]([F:10])=[CH:7][CH:6]=[CH:5][N:4]=1)#[N:2]. The yield is 0.500.